From a dataset of Catalyst prediction with 721,799 reactions and 888 catalyst types from USPTO. Predict which catalyst facilitates the given reaction. (1) Reactant: [N+]([C:4]1C=CC=CC=1O)([O-])=O.[Br:11][C:12]1[C:17]([N+:18]([O-:20])=[O:19])=[CH:16][CH:15]=[CH:14][C:13]=1[OH:21].C(=O)([O-])[O-].[Cs+].[Cs+]. Product: [Br:11][C:12]1[C:17]([N+:18]([O-:20])=[O:19])=[CH:16][CH:15]=[CH:14][C:13]=1[O:21][CH3:4]. The catalyst class is: 3. (2) Reactant: [N+:1]([C:4]1[CH:5]=[CH:6][C:7]([NH:10][C:11](=[O:17])[O:12][C:13]([CH3:16])([CH3:15])[CH3:14])=[N:8][CH:9]=1)([O-])=O. Product: [NH2:1][C:4]1[CH:5]=[CH:6][C:7]([NH:10][C:11](=[O:17])[O:12][C:13]([CH3:15])([CH3:14])[CH3:16])=[N:8][CH:9]=1. The catalyst class is: 50. (3) Reactant: ClC(OC(Cl)C)=O.C([N:15]1[CH2:24][CH2:23][C:22]2[N:21]=[C:20]3[CH:25]=[CH:26][C:27]([C:29]#[N:30])=[CH:28][C:19]3=[C:18]([Cl:31])[C:17]=2[CH2:16]1)C1C=CC=CC=1. Product: [Cl:31][C:18]1[C:17]2[CH2:16][NH:15][CH2:24][CH2:23][C:22]=2[N:21]=[C:20]2[CH:25]=[CH:26][C:27]([C:29]#[N:30])=[CH:28][C:19]=12. The catalyst class is: 26. (4) Reactant: [OH:1][C:2]1[CH:7]=[CH:6][C:5]([CH:8]2[CH2:13][CH2:12][C:11](=[O:14])[CH2:10][CH2:9]2)=[CH:4][CH:3]=1.N1C=CC=CC=1.[S:21](O[S:21]([C:24]([F:27])([F:26])[F:25])(=[O:23])=[O:22])([C:24]([F:27])([F:26])[F:25])(=[O:23])=[O:22]. Product: [F:25][C:24]([F:27])([F:26])[S:21]([O:1][C:2]1[CH:3]=[CH:4][C:5]([CH:8]2[CH2:9][CH2:10][C:11](=[O:14])[CH2:12][CH2:13]2)=[CH:6][CH:7]=1)(=[O:23])=[O:22]. The catalyst class is: 4.